This data is from Reaction yield outcomes from USPTO patents with 853,638 reactions. The task is: Predict the reaction yield, written as a fraction of the theoretical maximum amount of product (1.0 means a 100% yield; for example, 0.34 means a 34% yield). (1) The reactants are [CH:1]1[C:10]2[C:5](=[CH:6][CH:7]=[CH:8][CH:9]=2)[CH:4]=[C:3]([NH:11][C:12](=[O:28])[C:13]2[CH:18]=[CH:17][CH:16]=[CH:15][C:14]=2[N:19]([C:21]2[CH:26]=[CH:25][N:24]=[C:23](Br)[CH:22]=2)[CH3:20])[N:2]=1.C(N(CC)CC)C.[CH3:36][OH:37].CN(C)[CH:40]=[O:41]. The catalyst is C([O-])(=O)C.[Pd+2].C([O-])(=O)C. The product is [CH:1]1[C:10]2[C:5](=[CH:6][CH:7]=[CH:8][CH:9]=2)[CH:4]=[C:3]([NH:11][C:12](=[O:28])[C:13]2[CH:18]=[CH:17][CH:16]=[CH:15][C:14]=2[N:19]([C:21]2[CH:26]=[CH:25][N:24]=[C:23]([C:36]([O:41][CH3:40])=[O:37])[CH:22]=2)[CH3:20])[N:2]=1. The yield is 0.580. (2) The reactants are [CH3:1][O:2][C:3]1[CH:4]=[C:5]2[C:10](=[CH:11][C:12]=1[O:13][CH3:14])[N:9]=[CH:8][N:7]=[C:6]2[O:15][C:16]1[CH:22]=[CH:21][C:19]([NH2:20])=[CH:18][CH:17]=1.C(O)C.[Cl:26][C:27]1[CH:32]=[CH:31][CH:30]=[CH:29][C:28]=1[C:33]([N:35]=[C:36]=[S:37])=[O:34]. The catalyst is C1(C)C=CC=CC=1. The product is [Cl:26][C:27]1[CH:32]=[CH:31][CH:30]=[CH:29][C:28]=1[C:33]([NH:35][C:36]([NH:20][C:19]1[CH:21]=[CH:22][C:16]([O:15][C:6]2[C:5]3[C:10](=[CH:11][C:12]([O:13][CH3:14])=[C:3]([O:2][CH3:1])[CH:4]=3)[N:9]=[CH:8][N:7]=2)=[CH:17][CH:18]=1)=[S:37])=[O:34]. The yield is 0.950. (3) The reactants are [CH2:1]([N:4]([CH2:19][CH2:20][CH3:21])[CH2:5][CH2:6][CH2:7][CH2:8][NH:9][CH2:10][C:11]1[CH:18]=[CH:17][C:14]([C:15]#[N:16])=[CH:13][CH:12]=1)[CH2:2][CH3:3].[CH2:22]([N:24]([CH2:33][CH3:34])[C:25]1[CH:32]=[CH:31][C:28]([CH:29]=O)=[CH:27][CH:26]=1)[CH3:23].C(O[BH-](OC(=O)C)OC(=O)C)(=O)C.[Na+].C(=O)(O)[O-].[Na+]. The catalyst is C(O)C. The product is [CH2:33]([N:24]([CH2:22][CH3:23])[C:25]1[CH:32]=[CH:31][C:28]([CH2:29][N:9]([CH2:10][C:11]2[CH:12]=[CH:13][C:14]([C:15]#[N:16])=[CH:17][CH:18]=2)[CH2:8][CH2:7][CH2:6][CH2:5][N:4]([CH2:1][CH2:2][CH3:3])[CH2:19][CH2:20][CH3:21])=[CH:27][CH:26]=1)[CH3:34]. The yield is 0.341. (4) The reactants are [NH2:1][C:2]1[N:3]=[CH:4][C:5]([C:18]2[CH:39]=[CH:38][C:21]([C:22]([N:24]3[CH2:30][CH2:29][CH2:28][N:27](C(OC(C)(C)C)=O)[CH2:26][CH2:25]3)=[O:23])=[CH:20][CH:19]=2)=[N:6][C:7]=1[C:8]1[NH:12][C:11]2[CH:13]=[C:14]([CH3:17])[CH:15]=[CH:16][C:10]=2[N:9]=1.C(O)(C(F)(F)F)=O. The catalyst is C(Cl)Cl. The product is [NH2:1][C:2]1[N:3]=[CH:4][C:5]([C:18]2[CH:39]=[CH:38][C:21]([C:22]([N:24]3[CH2:30][CH2:29][CH2:28][NH:27][CH2:26][CH2:25]3)=[O:23])=[CH:20][CH:19]=2)=[N:6][C:7]=1[C:8]1[NH:12][C:11]2[CH:13]=[C:14]([CH3:17])[CH:15]=[CH:16][C:10]=2[N:9]=1. The yield is 0.990. (5) The yield is 0.640. The catalyst is C1COCC1. The reactants are [Cl:1][C:2]1[C:10]([OH:11])=[CH:9][C:8]([C:12]2[N:13]([C:28]([O:30][C:31]([CH3:34])([CH3:33])[CH3:32])=[O:29])[C:14]3[C:19]([CH:20]=2)=[CH:18][C:17]([CH2:21][N:22]2[CH2:27][CH2:26][CH2:25][CH2:24][CH2:23]2)=[CH:16][CH:15]=3)=[C:7]2[C:3]=1[CH2:4][NH:5][C:6]2=[O:35].C1(P(C2C=CC=CC=2)C2C=CC=CC=2)C=CC=CC=1.[O:55]([CH2:63][CH2:64][CH2:65]O)[Si:56]([C:59]([CH3:62])([CH3:61])[CH3:60])([CH3:58])[CH3:57].CCOC(/N=N/C(OCC)=O)=O.C1(C)C=CC=CC=1. The product is [Cl:1][C:2]1[C:10]([O:11][CH2:65][CH2:64][CH2:63][O:55][Si:56]([C:59]([CH3:60])([CH3:62])[CH3:61])([CH3:57])[CH3:58])=[CH:9][C:8]([C:12]2[N:13]([C:28]([O:30][C:31]([CH3:32])([CH3:34])[CH3:33])=[O:29])[C:14]3[C:19]([CH:20]=2)=[CH:18][C:17]([CH2:21][N:22]2[CH2:27][CH2:26][CH2:25][CH2:24][CH2:23]2)=[CH:16][CH:15]=3)=[C:7]2[C:3]=1[CH2:4][NH:5][C:6]2=[O:35]. (6) The yield is 0.730. The product is [CH2:1]1[CH:12]2[CH:4]([NH:5][C:6]3[C:7]([C:13]([NH:15][C@@H:16]([CH3:22])[C:17]([O:19][CH2:20][CH3:21])=[O:18])=[O:14])=[CH:8][CH:9]=[CH:10][C:11]=32)[CH2:3][CH2:2]1. The reactants are [CH2:1]1[C:12]2[C:11]3[CH:10]=[CH:9][CH:8]=[C:7]([C:13]([NH:15][C@@H:16]([CH3:22])[C:17]([O:19][CH2:20][CH3:21])=[O:18])=[O:14])[C:6]=3[NH:5][C:4]=2[CH2:3][CH2:2]1.Cl. The catalyst is C(O)C.[Pd]. (7) The reactants are [H-].[Al+3].[Li+].[H-].[H-].[H-].C[O:8][C:9](=O)[CH2:10][CH2:11][C@H:12]1[CH2:17][CH2:16][CH2:15][N:14]([C:18]([O:20][C:21]([CH3:24])([CH3:23])[CH3:22])=[O:19])[CH2:13]1.O.[OH-].[Na+]. The catalyst is C1COCC1. The product is [OH:8][CH2:9][CH2:10][CH2:11][C@H:12]1[CH2:17][CH2:16][CH2:15][N:14]([C:18]([O:20][C:21]([CH3:24])([CH3:23])[CH3:22])=[O:19])[CH2:13]1. The yield is 0.840. (8) The reactants are [Cl:1][O-].[Na+].[Cl:4][C:5]1[N:10]=[CH:9][C:8]2[CH:11]=[N:12][NH:13][C:7]=2[CH:6]=1.O.S([O-])([O-])=O.[Na+].[Na+]. The catalyst is CCO. The product is [Cl:1][C:11]1[C:8]2[CH:9]=[N:10][C:5]([Cl:4])=[CH:6][C:7]=2[NH:13][N:12]=1. The yield is 0.950.